Dataset: Forward reaction prediction with 1.9M reactions from USPTO patents (1976-2016). Task: Predict the product of the given reaction. Given the reactants [NH2:1][C:2]1[N:7]=[C:6](Cl)[CH:5]=[C:4](C)[N:3]=1.[CH2:10]([NH2:12])[CH3:11], predict the reaction product. The product is: [NH2:1][C:2]1[N:3]=[CH:4][CH:5]=[C:6]([NH:12][CH2:10][CH3:11])[N:7]=1.